Dataset: Peptide-MHC class I binding affinity with 185,985 pairs from IEDB/IMGT. Task: Regression. Given a peptide amino acid sequence and an MHC pseudo amino acid sequence, predict their binding affinity value. This is MHC class I binding data. The peptide sequence is SGMLWMAEV. The MHC is HLA-A02:01 with pseudo-sequence HLA-A02:01. The binding affinity (normalized) is 0.558.